Predict which catalyst facilitates the given reaction. From a dataset of Catalyst prediction with 721,799 reactions and 888 catalyst types from USPTO. Reactant: [Cl:1][C:2]1[CH:7]=[CH:6][N:5]=[C:4]([CH2:8][NH:9][C:10]2[O:11][C:12]3[C:18]([O:19][CH3:20])=[CH:17][C:16]([C:21]([OH:23])=O)=[CH:15][C:13]=3[N:14]=2)[CH:3]=1.[F:24][CH:25]([F:35])[CH2:26][O:27][C@H:28]1[CH2:32][NH:31][CH:30]([CH2:33][OH:34])[CH2:29]1.C(N(CC)C(C)C)(C)C.CN(C(ON1N=NC2C=CC=NC1=2)=[N+](C)C)C.F[P-](F)(F)(F)(F)F. Product: [Cl:1][C:2]1[CH:7]=[CH:6][N:5]=[C:4]([CH2:8][NH:9][C:10]2[O:11][C:12]3[C:18]([O:19][CH3:20])=[CH:17][C:16]([C:21]([N:31]4[CH2:32][C@H:28]([O:27][CH2:26][CH:25]([F:35])[F:24])[CH2:29][CH:30]4[CH2:33][OH:34])=[O:23])=[CH:15][C:13]=3[N:14]=2)[CH:3]=1. The catalyst class is: 9.